Task: Predict the product of the given reaction.. Dataset: Forward reaction prediction with 1.9M reactions from USPTO patents (1976-2016) (1) Given the reactants C(O)(=O)[C@@H](C1C=CC=CC=1)O.[C:12]([O:16][C:17](=[O:30])[CH2:18][C@@:19]1([CH2:28][NH2:29])[CH2:25][C@@H:24]2[C@H:20]1[CH:21]=[C:22]([CH2:26][CH3:27])[CH2:23]2)([CH3:15])([CH3:14])[CH3:13].C(N(CC)CC)C.O, predict the reaction product. The product is: [C:12]([O:16][C:17](=[O:30])[CH2:18][C@@:19]1([CH2:28][NH2:29])[CH2:25][C@@H:24]2[C@H:20]1[CH:21]=[C:22]([CH2:26][CH3:27])[CH2:23]2)([CH3:14])([CH3:13])[CH3:15]. (2) Given the reactants [CH:1]([O:4][CH:5]([C:8]1[CH:9]=[N:10][C:11]([CH3:14])=[N:12][CH:13]=1)[C:6]#[N:7])([CH3:3])[CH3:2].N, predict the reaction product. The product is: [CH:1]([O:4][CH:5]([C:8]1[CH:9]=[N:10][C:11]([CH3:14])=[N:12][CH:13]=1)[CH2:6][NH2:7])([CH3:3])[CH3:2]. (3) Given the reactants FC(F)(F)C(O)=O.[CH3:8][C:9]([NH:20][C:21]1[N:26]=[C:25]([N:27]([CH3:40])[C:28]2[CH:33]=[CH:32][N:31]=[C:30]([C:34]3[CH:39]=[CH:38][CH:37]=[CH:36][CH:35]=3)[N:29]=2)[CH:24]=[CH:23][N:22]=1)([CH3:19])[CH2:10][NH:11]C(=O)OC(C)(C)C, predict the reaction product. The product is: [NH2:11][CH2:10][C:9]([NH:20][C:21]1[N:26]=[C:25]([N:27]([CH3:40])[C:28]2[CH:33]=[CH:32][N:31]=[C:30]([C:34]3[CH:35]=[CH:36][CH:37]=[CH:38][CH:39]=3)[N:29]=2)[CH:24]=[CH:23][N:22]=1)([CH3:19])[CH3:8]. (4) The product is: [CH2:19]([C:16]1[NH:17][CH:18]=[C:13]([CH:8]([N:1]2[CH:5]=[CH:4][N:3]=[CH:2]2)[C:9]([F:12])([F:10])[F:11])[C:14](=[O:22])[C:15]=1[OH:21])[CH3:20]. Given the reactants [NH:1]1[CH:5]=[CH:4][N:3]=[CH:2]1.Cl.Cl[CH:8]([C:13]1[C:14](=[O:22])[C:15]([OH:21])=[C:16]([CH2:19][CH3:20])[NH:17][CH:18]=1)[C:9]([F:12])([F:11])[F:10], predict the reaction product. (5) Given the reactants Cl.[CH3:2][NH:3][O:4][CH3:5].[Cl-].C[Al+]C.CO[C:12]([C:14]1[S:18][C:17]([C:19]2[CH:24]=[CH:23][CH:22]=[CH:21][CH:20]=2)=[N:16][C:15]=1[CH2:25][O:26][CH3:27])=[O:13], predict the reaction product. The product is: [CH3:5][O:4][N:3]([CH3:2])[C:12]([C:14]1[S:18][C:17]([C:19]2[CH:20]=[CH:21][CH:22]=[CH:23][CH:24]=2)=[N:16][C:15]=1[CH2:25][O:26][CH3:27])=[O:13]. (6) Given the reactants [CH3:1][O:2][CH2:3][C:4]1[N:8]([CH3:9])[N:7]=[C:6]([C:10]([O:12]CC)=[O:11])[CH:5]=1.[Li+].[OH-], predict the reaction product. The product is: [CH3:1][O:2][CH2:3][C:4]1[N:8]([CH3:9])[N:7]=[C:6]([C:10]([OH:12])=[O:11])[CH:5]=1. (7) Given the reactants Cl[CH2:2][C:3]1[N:4]=[CH:5][S:6][CH:7]=1.CCN(C(C)C)C(C)C.[C:17]([N:24]1[CH2:29][CH2:28][NH:27][CH2:26][CH2:25]1)([O:19][C:20]([CH3:23])([CH3:22])[CH3:21])=[O:18], predict the reaction product. The product is: [S:6]1[CH:7]=[C:3]([CH2:2][N:27]2[CH2:26][CH2:25][N:24]([C:17]([O:19][C:20]([CH3:23])([CH3:22])[CH3:21])=[O:18])[CH2:29][CH2:28]2)[N:4]=[CH:5]1.